From a dataset of Reaction yield outcomes from USPTO patents with 853,638 reactions. Predict the reaction yield, written as a fraction of the theoretical maximum amount of product (1.0 means a 100% yield; for example, 0.34 means a 34% yield). (1) The reactants are [F:1][C:2]1[C:10]([CH3:11])=[C:9]([F:12])[C:8]([F:13])=[CH:7][C:3]=1[C:4]([OH:6])=O.S(Cl)(Cl)=O.[CH3:18][N:19]([CH3:27])[CH:20]=[CH:21][C:22]([O:24][CH2:25][CH3:26])=[O:23].C(N(CC)CC)C. The catalyst is O1CCCC1.CN(C)C=O.C1(C)C=CC=CC=1. The product is [F:1][C:2]1[C:10]([CH3:11])=[C:9]([F:12])[C:8]([F:13])=[CH:7][C:3]=1[C:4]([C:21](=[CH:20][N:19]([CH3:27])[CH3:18])[C:22]([O:24][CH2:25][CH3:26])=[O:23])=[O:6]. The yield is 0.866. (2) The reactants are [F:1][C:2]1[CH:7]=[CH:6][C:5]([C:8]2[C:17]3[C:12](=[CH:13][C:14]([CH2:18][N:19]4[CH:23]=[C:22]([CH:24]=[O:25])[CH:21]=[N:20]4)=[CH:15][CH:16]=3)[N:11]=[C:10]([C:26]#[N:27])[CH:9]=2)=[CH:4][CH:3]=1.C([O-])([O-])=[O:29].C([O-])([O-])=O.OO.OO.OO.[Na+].[Na+].[Na+].[Na+].[NH4+].[Cl-]. The product is [F:1][C:2]1[CH:7]=[CH:6][C:5]([C:8]2[C:17]3[C:12](=[CH:13][C:14]([CH2:18][N:19]4[CH:23]=[C:22]([CH:24]=[O:25])[CH:21]=[N:20]4)=[CH:15][CH:16]=3)[N:11]=[C:10]([C:26]([NH2:27])=[O:29])[CH:9]=2)=[CH:4][CH:3]=1. The yield is 0.747. The catalyst is CC(C)=O.O. (3) The reactants are C(O[C:4]([C:6]1[NH:10][C:9]2[C:11]([Br:14])=[CH:12][S:13][C:8]=2[CH:7]=1)=[O:5])C.[CH3:15][N:16]1[CH2:21][CH2:20][NH:19][CH2:18][CH2:17]1. No catalyst specified. The product is [Br:14][C:11]1[C:9]2[NH:10][C:6]([C:4]([N:19]3[CH2:20][CH2:21][N:16]([CH3:15])[CH2:17][CH2:18]3)=[O:5])=[CH:7][C:8]=2[S:13][CH:12]=1. The yield is 0.820. (4) The reactants are [F:1][C:2]1[CH:10]=[C:9]([F:11])[CH:8]=[CH:7][C:3]=1[C:4]([OH:6])=[O:5].[N+:12]([O-])([OH:14])=[O:13]. The catalyst is S(=O)(=O)(O)O. The product is [F:1][C:2]1[CH:10]=[C:9]([F:11])[C:8]([N+:12]([O-:14])=[O:13])=[CH:7][C:3]=1[C:4]([OH:6])=[O:5]. The yield is 0.980. (5) The reactants are [N+:1]([C:4]1[CH:9]=[CH:8][C:7]([N:10]2[CH2:15][CH2:14][CH:13]([C:16]([OH:18])=O)[CH2:12][CH2:11]2)=[CH:6][CH:5]=1)([O-:3])=[O:2].C(N1C=CN=C1)(N1C=CN=C1)=O.Cl.[CH3:32][NH:33][O:34][CH3:35]. The catalyst is ClCCl. The product is [CH3:35][O:34][N:33]([CH3:32])[C:16]([CH:13]1[CH2:12][CH2:11][N:10]([C:7]2[CH:6]=[CH:5][C:4]([N+:1]([O-:3])=[O:2])=[CH:9][CH:8]=2)[CH2:15][CH2:14]1)=[O:18]. The yield is 0.950. (6) The reactants are [OH:1][C:2]1[CH:12]=[CH:11][C:5]([C:6]([O:8][CH2:9][CH3:10])=[O:7])=[CH:4][CH:3]=1.C(=O)([O-])[O-].[K+].[K+].[CH3:19][C:20]([CH3:24])=[CH:21][CH2:22]Cl. The catalyst is C(#N)C. The product is [CH3:19][C:20]([CH3:24])=[CH:21][CH2:22][O:1][C:2]1[CH:3]=[CH:4][C:5]([C:6]([O:8][CH2:9][CH3:10])=[O:7])=[CH:11][CH:12]=1. The yield is 0.950.